Predict the reactants needed to synthesize the given product. From a dataset of Full USPTO retrosynthesis dataset with 1.9M reactions from patents (1976-2016). (1) Given the product [CH3:23][CH:6]1[CH2:5][C:4]2[C:9](=[CH:10][C:11]([O:12][CH3:13])=[CH:2][CH:3]=2)[CH:8]([C:14]2[CH:19]=[CH:18][C:17]([N+:20]([O-:22])=[O:21])=[CH:16][CH:15]=2)[O:7]1, predict the reactants needed to synthesize it. The reactants are: N[C:2]1[CH:3]=[C:4]2[C:9](=[CH:10][C:11]=1[O:12][CH3:13])[CH:8]([C:14]1[CH:19]=[CH:18][C:17]([N+:20]([O-:22])=[O:21])=[CH:16][CH:15]=1)[O:7][CH:6]([CH3:23])[CH2:5]2.N([O-])=O.[Na+].O[PH2]=O. (2) Given the product [C:12]1([S:18]([N:3]2[C:11]3[C:6](=[N:7][CH:8]=[CH:9][CH:10]=3)[CH:5]=[CH:4]2)(=[O:20])=[O:19])[CH:17]=[CH:16][CH:15]=[CH:14][CH:13]=1, predict the reactants needed to synthesize it. The reactants are: [H-].[Na+].[NH:3]1[C:11]2[C:6](=[N:7][CH:8]=[CH:9][CH:10]=2)[CH:5]=[CH:4]1.[C:12]1([S:18](Cl)(=[O:20])=[O:19])[CH:17]=[CH:16][CH:15]=[CH:14][CH:13]=1. (3) Given the product [C:1]([O:5][C:6](=[O:7])[NH:8][CH2:9][CH:10]=[C:11]([F:17])[CH2:12][OH:13])([CH3:4])([CH3:2])[CH3:3], predict the reactants needed to synthesize it. The reactants are: [C:1]([O:5][C:6]([NH:8][CH2:9][CH:10]=[C:11]([F:17])[C:12](OCC)=[O:13])=[O:7])([CH3:4])([CH3:3])[CH3:2].[H-].C([Al+]CC(C)C)C(C)C. (4) Given the product [S:7]1[CH:8]=[CH:9][N:10]=[C:6]1[C:20]1[CH:21]=[C:22]([CH:24]=[CH:25][CH:26]=1)[NH2:23], predict the reactants needed to synthesize it. The reactants are: C([Sn](CCCC)(CCCC)[C:6]1[S:7][CH:8]=[CH:9][N:10]=1)CCC.I[C:20]1[CH:21]=[C:22]([CH:24]=[CH:25][CH:26]=1)[NH2:23].